From a dataset of Reaction yield outcomes from USPTO patents with 853,638 reactions. Predict the reaction yield, written as a fraction of the theoretical maximum amount of product (1.0 means a 100% yield; for example, 0.34 means a 34% yield). (1) The reactants are C[Si](Cl)(C)C.Br[C:7]([F:14])([F:13])[C:8]([O:10][CH2:11][CH3:12])=[O:9].N1([CH2:24][N:25]([CH2:33][C:34]2[CH:39]=[CH:38][CH:37]=[CH:36][CH:35]=2)[CH2:26][C:27]2[CH:32]=[CH:31][CH:30]=[CH:29][CH:28]=2)C2C=CC=CC=2N=N1. The catalyst is C1COCC1. The product is [CH2:33]([N:25]([CH2:26][C:27]1[CH:32]=[CH:31][CH:30]=[CH:29][CH:28]=1)[CH2:24][C:7]([F:14])([F:13])[C:8]([O:10][CH2:11][CH3:12])=[O:9])[C:34]1[CH:39]=[CH:38][CH:37]=[CH:36][CH:35]=1. The yield is 0.560. (2) The reactants are C(OC([N:8]1[CH2:13][CH2:12][CH:11]([O:14][C:15]2[CH:20]=[CH:19][C:18]([O:21][CH3:22])=[CH:17][N:16]=2)[CH2:10][CH2:9]1)=O)(C)(C)C.Cl. The catalyst is C1COCC1. The product is [CH3:22][O:21][C:18]1[CH:19]=[CH:20][C:15]([O:14][CH:11]2[CH2:12][CH2:13][NH:8][CH2:9][CH2:10]2)=[N:16][CH:17]=1. The yield is 0.970. (3) The reactants are [CH3:1][O:2][C:3]1[CH:4]=[C:5]([OH:11])[CH:6]=[CH:7][C:8]=1[O:9][CH3:10].F[C:13]1[CH:18]=[CH:17][CH:16]=[CH:15][C:14]=1[N+:19]([O-:21])=[O:20].[CH3:22][O:23][C:24]1[CH:25]=[C:26]([CH:35]=[CH:36][C:37]=1[O:38][CH3:39])[O:27][C:28]1[CH:34]=[CH:33][CH:32]=[CH:31][C:29]=1[NH2:30].[NH2:40][C:41]1[S:42][CH:43]=[CH:44][N:45]=1. No catalyst specified. The product is [CH3:1][O:2][C:3]1[CH:4]=[C:5]([CH:6]=[CH:7][C:8]=1[O:9][CH3:10])[O:11][C:13]1[CH:18]=[CH:17][CH:16]=[CH:15][C:14]=1[N+:19]([O-:21])=[O:20].[CH3:22][O:23][C:24]1[CH:25]=[C:26]([CH:35]=[CH:36][C:37]=1[O:38][CH3:39])[O:27][C:28]1[CH:34]=[CH:33][CH:32]=[CH:31][C:29]=1[NH:30][C:5]([NH:40][C:41]1[S:42][CH:43]=[CH:44][N:45]=1)=[O:11]. The yield is 0.680. (4) The reactants are [CH3:1][C:2]1[O:6][C:5]([C:7]([OH:9])=[O:8])=[CH:4][CH:3]=1.OS(O)(=O)=O.[C:15]([O-])(O)=O.[Na+].[OH-].[Na+]. The catalyst is CO.C(Cl)(Cl)Cl. The product is [CH3:1][C:2]1[O:6][C:5]([C:7]([O:9][CH3:15])=[O:8])=[CH:4][CH:3]=1. The yield is 0.820.